The task is: Predict which catalyst facilitates the given reaction.. This data is from Catalyst prediction with 721,799 reactions and 888 catalyst types from USPTO. (1) Reactant: [C:1]12([C:11]3[CH:30]=[CH:29][C:14]([O:15][CH2:16][C:17]([NH:19][C:20]4[CH:21]=[C:22]([CH:26]=[CH:27][CH:28]=4)[C:23]([OH:25])=O)=[O:18])=[CH:13][CH:12]=3)[CH2:10][CH:5]3[CH2:6][CH:7]([CH2:9][CH:3]([CH2:4]3)[CH2:2]1)[CH2:8]2.[NH2:31][CH2:32][CH2:33][C:34]1[CH:39]=[CH:38][N:37]=[CH:36][CH:35]=1.CCN(C(C)C)C(C)C.C(Cl)CCl.C1C=CC2N(O)N=NC=2C=1. Product: [C:1]12([C:11]3[CH:12]=[CH:13][C:14]([O:15][CH2:16][C:17]([NH:19][C:20]4[CH:21]=[C:22]([CH:26]=[CH:27][CH:28]=4)[C:23]([NH:31][CH2:32][CH2:33][C:34]4[CH:39]=[CH:38][N:37]=[CH:36][CH:35]=4)=[O:25])=[O:18])=[CH:29][CH:30]=3)[CH2:2][CH:3]3[CH2:9][CH:7]([CH2:6][CH:5]([CH2:4]3)[CH2:10]1)[CH2:8]2. The catalyst class is: 39. (2) Reactant: C(OC(=O)[NH:7][S:8]([O:11][CH2:12][C@@H:13]1[C@@H:20]2[C@@H:16]([O:17]C(C)(C)[O:19]2)[CH:15]([NH:23][C:24]2[N:29]3[N:30]=[C:31]([C:33]4[CH:38]=[CH:37][CH:36]=[C:35]([S:39][C:40]([F:43])([F:42])[F:41])[CH:34]=4)[CH:32]=[C:28]3[N:27]=[CH:26][CH:25]=2)[CH2:14]1)(=[O:10])=[O:9])(C)(C)C.P(=O)(O)(O)O.C(OCC)(=O)C.C([O-])([O-])=O.[Na+].[Na+]. Product: [S:8](=[O:10])(=[O:9])([O:11][CH2:12][C@H:13]1[CH2:14][C@@H:15]([NH:23][C:24]2[N:29]3[N:30]=[C:31]([C:33]4[CH:38]=[CH:37][CH:36]=[C:35]([S:39][C:40]([F:43])([F:42])[F:41])[CH:34]=4)[CH:32]=[C:28]3[N:27]=[CH:26][CH:25]=2)[C@H:16]([OH:17])[C@@H:20]1[OH:19])[NH2:7]. The catalyst class is: 47. (3) Reactant: Cl.[I:2][C:3]1[NH:7][C:6]([C@@H:8]2[CH2:12][C@H:11]([CH3:13])[CH2:10][NH2+:9]2)=[N:5][CH:4]=1.[CH3:14][O:15][C@H:16]([CH3:26])[C@H:17]([NH:21][C:22]([O:24][CH3:25])=[O:23])[C:18](O)=[O:19].CN(C(ON1N=NC2C=CC=NC1=2)=[N+](C)C)C.F[P-](F)(F)(F)(F)F.CCN(C(C)C)C(C)C. Product: [I:2][C:3]1[N:7]=[C:6]([C@@H:8]2[CH2:12][C@H:11]([CH3:13])[CH2:10][N:9]2[C:18](=[O:19])[C@@H:17]([NH:21][C:22](=[O:23])[O:24][CH3:25])[C@H:16]([O:15][CH3:14])[CH3:26])[NH:5][CH:4]=1. The catalyst class is: 18. (4) Reactant: [Cl:1][C:2]1[N:3]=[C:4]([Cl:11])[C:5]2[CH:10]=[CH:9][NH:8][C:6]=2[N:7]=1.C1C(=O)N([Br:19])C(=O)C1. Product: [Br:19][C:10]1[C:5]2[C:4]([Cl:11])=[N:3][C:2]([Cl:1])=[N:7][C:6]=2[NH:8][CH:9]=1. The catalyst class is: 2. (5) Reactant: [N-:1]=[N+:2]=[N-:3].[Na+].[Cl-].[NH4+].[CH3:7][C:8]1[CH:32]=[C:31]([C:33]([N:35]2[CH2:41][CH2:40][CH2:39][CH2:38][C:37]3[CH:42]=[CH:43][CH:44]=[CH:45][C:36]2=3)=[O:34])[CH:30]=[CH:29][C:9]=1[CH2:10][NH:11][C:12]([N:14]1[C:23]2[C:18](=[CH:19][CH:20]=[CH:21][C:22]=2[F:24])[N:17]([CH2:25][C:26]#[N:27])[C:16](=[O:28])[CH2:15]1)=[O:13]. Product: [CH3:7][C:8]1[CH:32]=[C:31]([C:33]([N:35]2[CH2:41][CH2:40][CH2:39][CH2:38][C:37]3[CH:42]=[CH:43][CH:44]=[CH:45][C:36]2=3)=[O:34])[CH:30]=[CH:29][C:9]=1[CH2:10][NH:11][C:12]([N:14]1[C:23]2[C:18](=[CH:19][CH:20]=[CH:21][C:22]=2[F:24])[N:17]([CH2:25][C:26]2[NH:27][N:3]=[N:2][N:1]=2)[C:16](=[O:28])[CH2:15]1)=[O:13]. The catalyst class is: 3. (6) Reactant: [Cl:1][C:2]1[CH:3]=[CH:4][C:5]2[N:9]=[CH:8][N:7]([C:10]3[S:14][C:13]([C:15]([O:17]C)=O)=[C:12]([O:19][CH2:20][C:21]4[CH:26]=[CH:25][CH:24]=[CH:23][C:22]=4[CH3:27])[CH:11]=3)[C:6]=2[CH:28]=1.[NH3:29]. Product: [Cl:1][C:2]1[CH:3]=[CH:4][C:5]2[N:9]=[CH:8][N:7]([C:10]3[S:14][C:13]([C:15]([NH2:29])=[O:17])=[C:12]([O:19][CH2:20][C:21]4[CH:26]=[CH:25][CH:24]=[CH:23][C:22]=4[CH3:27])[CH:11]=3)[C:6]=2[CH:28]=1. The catalyst class is: 5.